Dataset: Forward reaction prediction with 1.9M reactions from USPTO patents (1976-2016). Task: Predict the product of the given reaction. (1) Given the reactants [F:1][C:2]1[CH:7]=[CH:6][C:5]([CH3:8])=[CH:4][C:3]=1[C:9]1[CH:14]=[C:13]([NH:15][C:16]2[C:17]3[C:18](=[CH:22][N:23]([CH:25]4[CH2:30][CH2:29][NH:28][CH2:27][CH2:26]4)[N:24]=3)[N:19]=[CH:20][CH:21]=2)[CH:12]=[CH:11][N:10]=1.C(N(CC)CC)C.[S:38](Cl)([CH3:41])(=[O:40])=[O:39], predict the reaction product. The product is: [F:1][C:2]1[CH:7]=[CH:6][C:5]([CH3:8])=[CH:4][C:3]=1[C:9]1[CH:14]=[C:13]([NH:15][C:16]2[C:17]3[C:18](=[CH:22][N:23]([CH:25]4[CH2:26][CH2:27][N:28]([S:38]([CH3:41])(=[O:40])=[O:39])[CH2:29][CH2:30]4)[N:24]=3)[N:19]=[CH:20][CH:21]=2)[CH:12]=[CH:11][N:10]=1. (2) Given the reactants Br[C:2]1[CH:3]=[N:4][CH:5]=[C:6]([Br:8])[CH:7]=1.[CH2:9]([NH2:16])[C:10]1[CH:15]=[CH:14][CH:13]=[CH:12][CH:11]=1.C1C=CC(P(C2C(C3C(P(C4C=CC=CC=4)C4C=CC=CC=4)=CC=C4C=3C=CC=C4)=C3C(C=CC=C3)=CC=2)C2C=CC=CC=2)=CC=1.CC(C)([O-])C.[Na+], predict the reaction product. The product is: [CH2:9]([NH:16][C:2]1[CH:3]=[N:4][CH:5]=[C:6]([Br:8])[CH:7]=1)[C:10]1[CH:15]=[CH:14][CH:13]=[CH:12][CH:11]=1. (3) Given the reactants Cl[C:2]1[N:3]=[C:4]([N:18]2[CH2:23][CH2:22][O:21][CH2:20][CH2:19]2)[C:5]2[CH:10]=[C:9]([CH2:11][N:12]3[CH2:16][CH2:15][CH:14]([OH:17])[CH2:13]3)[S:8][C:6]=2[N:7]=1.[CH3:24][N:25]([C:33]1[N:38]=[CH:37][C:36](B2OC(C)(C)C(C)(C)O2)=[CH:35][N:34]=1)C(=O)OC(C)(C)C, predict the reaction product. The product is: [CH3:24][NH:25][C:33]1[N:38]=[CH:37][C:36]([C:2]2[N:3]=[C:4]([N:18]3[CH2:23][CH2:22][O:21][CH2:20][CH2:19]3)[C:5]3[CH:10]=[C:9]([CH2:11][N:12]4[CH2:16][CH2:15][CH:14]([OH:17])[CH2:13]4)[S:8][C:6]=3[N:7]=2)=[CH:35][N:34]=1. (4) Given the reactants [C:1](OC)(=[O:7])[CH2:2]/[CH:3]=[CH:4]\[CH2:5][CH3:6].[CH:10]1([CH:13]([CH3:15])[OH:14])[CH2:12][CH2:11]1, predict the reaction product. The product is: [C:1]([O:14][CH:13]([CH:10]1[CH2:12][CH2:11]1)[CH3:15])(=[O:7])[CH2:2]/[CH:3]=[CH:4]\[CH2:5][CH3:6]. (5) Given the reactants [NH:1]([C:9]([O:11][C:12]([CH3:15])([CH3:14])[CH3:13])=[O:10])[C@H:2]([C:6]([OH:8])=O)[C@@H:3]([CH3:5])[OH:4].F[P-](F)(F)(F)(F)F.N1(O[P+](N(C)C)(N(C)C)N(C)C)C2C=CC=CC=2N=N1.CCN(C(C)C)C(C)C.[NH:52]1[CH2:57][CH2:56][O:55][CH2:54][CH2:53]1, predict the reaction product. The product is: [OH:4][C@H:3]([CH3:5])[C@H:2]([NH:1][C:9](=[O:10])[O:11][C:12]([CH3:15])([CH3:14])[CH3:13])[C:6]([N:52]1[CH2:57][CH2:56][O:55][CH2:54][CH2:53]1)=[O:8]. (6) The product is: [C:16]([C:4]1[CH:5]=[C:6]2[C:10](=[C:2]([C:22]3[CH:23]=[CH:24][C:19]([F:18])=[CH:20][CH:21]=3)[CH:3]=1)[N:9]([CH3:11])[C:8]([C:12]([NH2:14])=[O:13])=[C:7]2[CH3:15])#[N:17]. Given the reactants Br[C:2]1[CH:3]=[C:4]([C:16]#[N:17])[CH:5]=[C:6]2[C:10]=1[N:9]([CH3:11])[C:8]([C:12]([NH2:14])=[O:13])=[C:7]2[CH3:15].[F:18][C:19]1[CH:24]=[CH:23][C:22](B(O)O)=[CH:21][CH:20]=1, predict the reaction product.